This data is from Full USPTO retrosynthesis dataset with 1.9M reactions from patents (1976-2016). The task is: Predict the reactants needed to synthesize the given product. (1) Given the product [ClH:32].[F:12][C:9]([F:10])([F:11])[C:7]1[CH:6]=[C:5]([C:13]2[N:17]=[CH:16][N:15](/[CH:18]=[CH:19]\[C:20]([NH:22][NH:23][C:24]3[CH:29]=[CH:28][CH:27]=[CH:26][N:25]=3)=[O:21])[N:14]=2)[CH:4]=[C:3]([C:2]([F:1])([F:30])[F:31])[CH:8]=1, predict the reactants needed to synthesize it. The reactants are: [F:1][C:2]([F:31])([F:30])[C:3]1[CH:4]=[C:5]([C:13]2[N:17]=[CH:16][N:15](/[CH:18]=[CH:19]\[C:20]([NH:22][NH:23][C:24]3[CH:29]=[CH:28][CH:27]=[CH:26][N:25]=3)=[O:21])[N:14]=2)[CH:6]=[C:7]([C:9]([F:12])([F:11])[F:10])[CH:8]=1.[ClH:32]. (2) Given the product [F:20][C:18]([F:19])([F:21])[C:17]1[CH:16]=[CH:15][C:12]([CH2:13][NH2:14])=[CH:11][C:10]=1[NH:9][C:7]1[N:6]([CH3:22])[C:5]2[CH:23]=[C:24]([N:25]3[CH2:30][CH2:29][CH:28]([C:31]([F:33])([F:34])[F:32])[CH2:27][CH2:26]3)[C:2]([Cl:1])=[CH:3][C:4]=2[N:8]=1, predict the reactants needed to synthesize it. The reactants are: [Cl:1][C:2]1[C:24]([N:25]2[CH2:30][CH2:29][CH:28]([C:31]([F:34])([F:33])[F:32])[CH2:27][CH2:26]2)=[CH:23][C:5]2[N:6]([CH3:22])[C:7]([NH:9][C:10]3[CH:11]=[C:12]([CH:15]=[CH:16][C:17]=3[C:18]([F:21])([F:20])[F:19])[C:13]#[N:14])=[N:8][C:4]=2[CH:3]=1. (3) The reactants are: [CH3:1][C:2]1([CH3:20])[CH2:11][CH2:10][CH2:9][C:8]2[CH:7]=[C:6]([O:12][CH2:13][CH:14]3[O:18][C:17]([NH2:19])=[N:16][CH2:15]3)[CH:5]=[CH:4][C:3]1=2.C([O:23][C:24](=O)[CH:25]([CH:28]=O)[CH2:26][CH3:27])C. Given the product [CH3:1][C:2]1([CH3:20])[CH2:11][CH2:10][CH2:9][C:8]2[CH:7]=[C:6]([O:12][CH2:13][C@H:14]3[O:18][C:17]4=[N:19][C:24](=[O:23])[C:25]([CH2:26][CH3:27])=[CH:28][N:16]4[CH2:15]3)[CH:5]=[CH:4][C:3]1=2, predict the reactants needed to synthesize it. (4) Given the product [CH2:31]([S:32][C:2]1[CH:7]=[CH:6][C:5]([CH2:8][O:9][Si:10]([C:13]([CH3:16])([CH3:15])[CH3:14])([CH3:12])[CH3:11])=[CH:4][C:3]=1[S:17]([NH:20][C:21]([CH3:24])([CH3:23])[CH3:22])(=[O:19])=[O:18])[C:25]1[CH:30]=[CH:29][CH:28]=[CH:27][CH:26]=1, predict the reactants needed to synthesize it. The reactants are: Br[C:2]1[CH:7]=[CH:6][C:5]([CH2:8][O:9][Si:10]([C:13]([CH3:16])([CH3:15])[CH3:14])([CH3:12])[CH3:11])=[CH:4][C:3]=1[S:17]([NH:20][C:21]([CH3:24])([CH3:23])[CH3:22])(=[O:19])=[O:18].[C:25]1([CH2:31][SH:32])[CH:30]=[CH:29][CH:28]=[CH:27][CH:26]=1.C(N(C(C)C)C(C)C)C. (5) Given the product [C:3]([NH:11][C@@H:12]([CH2:17][N:18]([C:25]1[CH:26]=[CH:27][CH:28]=[CH:29][CH:30]=1)[C:19]1[CH:20]=[CH:21][CH:22]=[CH:23][CH:24]=1)[C:13]([O:15][CH3:16])=[O:14])(=[O:10])[C:4]1[CH:5]=[CH:6][CH:7]=[CH:8][CH:9]=1, predict the reactants needed to synthesize it. The reactants are: O=O.[C:3]([NH:11][C:12](=[CH:17][N:18]([C:25]1[CH:30]=[CH:29][CH:28]=[CH:27][CH:26]=1)[C:19]1[CH:24]=[CH:23][CH:22]=[CH:21][CH:20]=1)[C:13]([O:15][CH3:16])=[O:14])(=[O:10])[C:4]1[CH:9]=[CH:8][CH:7]=[CH:6][CH:5]=1. (6) Given the product [CH2:17]([NH:21][C:10]1[C:11]([I:12])=[C:6]([C:2]2[O:1][CH:5]=[CH:4][CH:3]=2)[N:7]=[C:8]([NH2:16])[N:9]=1)[CH2:18][CH2:19][CH3:20], predict the reactants needed to synthesize it. The reactants are: [O:1]1[CH:5]=[CH:4][CH:3]=[C:2]1[C:6]1[C:11]([I:12])=[C:10](S(C)=O)[N:9]=[C:8]([NH2:16])[N:7]=1.[CH2:17]([NH2:21])[CH2:18][CH2:19][CH3:20]. (7) Given the product [Cl:1][C:2]1[CH:3]=[CH:4][C:5]([S:8]([N:11]([CH2:19][C:20]2[CH:25]=[CH:24][C:23]([O:26][CH:27]([F:28])[F:29])=[CH:22][C:21]=2[F:30])[C@H:12]([C@@H:15]([OH:17])[CH3:16])[CH2:13][OH:14])(=[O:10])=[O:9])=[CH:6][CH:7]=1, predict the reactants needed to synthesize it. The reactants are: [Cl:1][C:2]1[CH:7]=[CH:6][C:5]([S:8]([NH:11][C@H:12]([C@@H:15]([OH:17])[CH3:16])[CH2:13][OH:14])(=[O:10])=[O:9])=[CH:4][CH:3]=1.Br[CH2:19][C:20]1[CH:25]=[CH:24][C:23]([O:26][CH:27]([F:29])[F:28])=[CH:22][C:21]=1[F:30].